The task is: Predict the reactants needed to synthesize the given product.. This data is from Full USPTO retrosynthesis dataset with 1.9M reactions from patents (1976-2016). Given the product [C:4]1(=[O:5])[O:6][C:1](=[O:7])[CH:2]2[CH2:12][CH2:11][CH:10]=[CH:8][CH:3]12.[CH2:8]([C:10]([CH2:15][OH:16])([CH2:13][OH:14])[CH2:11][CH3:12])[OH:9], predict the reactants needed to synthesize it. The reactants are: [C:1]1(=[O:7])[O:6][C:4](=[O:5])[CH:3]=[CH:2]1.[CH2:8]([C:10]([CH2:15][OH:16])([CH2:13][OH:14])[CH2:11][CH3:12])[OH:9].